From a dataset of Reaction yield outcomes from USPTO patents with 853,638 reactions. Predict the reaction yield, written as a fraction of the theoretical maximum amount of product (1.0 means a 100% yield; for example, 0.34 means a 34% yield). The reactants are Br[C:2]1[CH:11]=[CH:10][C:5]([C:6]([O:8][CH3:9])=[O:7])=[CH:4][C:3]=1[O:12][CH2:13][C:14]([CH3:16])=[CH2:15].C([O-])(=O)C.[Na+].C([O-])=O.[Na+]. The catalyst is O.[Cl-].C([N+](CC)(CC)CC)C.CN(C)C=O.C(OCC)(=O)C.CC([O-])=O.CC([O-])=O.[Pd+2]. The product is [CH3:15][C:14]1([CH3:16])[C:2]2[CH:11]=[CH:10][C:5]([C:6]([O:8][CH3:9])=[O:7])=[CH:4][C:3]=2[O:12][CH2:13]1. The yield is 0.860.